This data is from Forward reaction prediction with 1.9M reactions from USPTO patents (1976-2016). The task is: Predict the product of the given reaction. (1) Given the reactants [N:1]1([C:6]2[CH:7]=[C:8]([C:16]3[S:20][C:19]([NH:21]C(=O)C)=[N:18][C:17]=3[CH3:25])[CH:9]=[CH:10][C:11]=2[S:12]([CH3:15])(=[O:14])=[O:13])[CH:5]=[CH:4][N:3]=[CH:2]1.[OH-].[Na+], predict the reaction product. The product is: [N:1]1([C:6]2[CH:7]=[C:8]([C:16]3[S:20][C:19]([NH2:21])=[N:18][C:17]=3[CH3:25])[CH:9]=[CH:10][C:11]=2[S:12]([CH3:15])(=[O:14])=[O:13])[CH:5]=[CH:4][N:3]=[CH:2]1. (2) Given the reactants [NH2:1][C:2]1[N:10]=[CH:9][CH:8]=[CH:7][C:3]=1[C:4]([OH:6])=O.[CH:11]([NH2:13])=O, predict the reaction product. The product is: [N:1]1[C:2]2[N:10]=[CH:9][CH:8]=[CH:7][C:3]=2[C:4](=[O:6])[NH:13][CH:11]=1. (3) Given the reactants [Cl:1][C:2]1[CH:7]=[C:6](I)[CH:5]=[CH:4][C:3]=1[F:9].[CH2:10]([N:12]([CH2:34][CH3:35])[CH:13]1[CH2:17][CH2:16][N:15]([C:18]([C:20]2[C:24]([CH3:25])=[C:23]([C:26]3[CH:31]=[CH:30][CH:29]=[C:28]([C:32]#[CH:33])[CH:27]=3)[NH:22][N:21]=2)=[O:19])[CH2:14]1)[CH3:11], predict the reaction product. The product is: [Cl:1][C:2]1[CH:7]=[C:6]([C:33]#[C:32][C:28]2[CH:27]=[C:26]([C:23]3[NH:22][N:21]=[C:20]([C:18]([N:15]4[CH2:16][CH2:17][CH:13]([N:12]([CH2:34][CH3:35])[CH2:10][CH3:11])[CH2:14]4)=[O:19])[C:24]=3[CH3:25])[CH:31]=[CH:30][CH:29]=2)[CH:5]=[CH:4][C:3]=1[F:9]. (4) The product is: [Cl:21][C:16]1[C:17]([O:19][CH3:20])=[CH:18][C:10]2[O:9][CH:8]([C:6]([OH:7])=[O:5])[CH2:13][N:12]([CH3:14])[C:11]=2[CH:15]=1. Given the reactants [OH-].[Li+].C([O:5][C:6]([CH:8]1[CH2:13][N:12]([CH3:14])[C:11]2[CH:15]=[C:16]([Cl:21])[C:17]([O:19][CH3:20])=[CH:18][C:10]=2[O:9]1)=[O:7])C, predict the reaction product. (5) Given the reactants Cl[C:2]1[N:3]=[C:4]([N:18]2[CH2:23][CH2:22][O:21][CH2:20][CH2:19]2)[C:5]2[N:11]=[C:10]([C:12]([O:14][CH3:15])=[O:13])[CH:9]=[C:8]([S:16][CH3:17])[C:6]=2[N:7]=1.[Si]([N:31]1[C:39]2[C:34](=[C:35](B(O)O)[CH:36]=[CH:37][CH:38]=2)[CH:33]=[CH:32]1)(C(C)(C)C)(C)C.C(=O)([O-])[O-].[Na+].[Na+], predict the reaction product. The product is: [NH:31]1[C:39]2[C:34](=[C:35]([C:2]3[N:3]=[C:4]([N:18]4[CH2:23][CH2:22][O:21][CH2:20][CH2:19]4)[C:5]4[N:11]=[C:10]([C:12]([O:14][CH3:15])=[O:13])[CH:9]=[C:8]([S:16][CH3:17])[C:6]=4[N:7]=3)[CH:36]=[CH:37][CH:38]=2)[CH:33]=[CH:32]1. (6) Given the reactants C(OC([NH:8][CH:9]1[CH2:14][CH2:13][N:12]([C:15]2[N:20]=[C:19]([C:21]3[C:29]4[C:24](=[CH:25][CH:26]=[C:27]([C:30](=[O:32])[NH2:31])[CH:28]=4)[N:23](C(OC(C)(C)C)=O)[CH:22]=3)[CH:18]=[N:17][CH:16]=2)[CH2:11][CH2:10]1)=O)(C)(C)C.C(O)(C(F)(F)F)=O, predict the reaction product. The product is: [NH2:8][CH:9]1[CH2:10][CH2:11][N:12]([C:15]2[N:20]=[C:19]([C:21]3[C:29]4[C:24](=[CH:25][CH:26]=[C:27]([C:30]([NH2:31])=[O:32])[CH:28]=4)[NH:23][CH:22]=3)[CH:18]=[N:17][CH:16]=2)[CH2:13][CH2:14]1. (7) Given the reactants [CH3:1][C:2]1[CH:6]=[C:5]([CH:7]([CH3:13])[C:8]([O:10]CC)=[O:9])[NH:4][N:3]=1.O.[OH-].[Na+], predict the reaction product. The product is: [CH3:1][C:2]1[CH:6]=[C:5]([CH:7]([CH3:13])[C:8]([OH:10])=[O:9])[NH:4][N:3]=1. (8) Given the reactants [F:1][C:2]1[CH:3]=[C:4]([NH:10][CH2:11][CH2:12][C:13]2[CH:18]=[CH:17][C:16]([C:19]([F:22])([F:21])[F:20])=[CH:15][CH:14]=2)[CH:5]=[CH:6][C:7]=1[O:8][CH3:9].[CH3:23][O:24][C:25]1[CH:30]=[CH:29][CH:28]=[CH:27][C:26]=1[CH2:31][C:32](O)=[O:33], predict the reaction product. The product is: [F:1][C:2]1[CH:3]=[C:4]([N:10]([CH2:11][CH2:12][C:13]2[CH:18]=[CH:17][C:16]([C:19]([F:20])([F:21])[F:22])=[CH:15][CH:14]=2)[C:32](=[O:33])[CH2:31][C:26]2[CH:27]=[CH:28][CH:29]=[CH:30][C:25]=2[O:24][CH3:23])[CH:5]=[CH:6][C:7]=1[O:8][CH3:9]. (9) Given the reactants [NH2:1][C:2]1[C:7]([NH2:8])=[CH:6][C:5]([CH3:9])=[CH:4][N:3]=1.Br[CH:11]([CH3:15])[C:12](=O)[CH3:13].C(N(CC)CC)C, predict the reaction product. The product is: [NH2:8][C:7]1[C:2]2[N:3]([C:11]([CH3:15])=[C:12]([CH3:13])[N:1]=2)[CH:4]=[C:5]([CH3:9])[CH:6]=1. (10) Given the reactants [C:1]1([CH3:12])[CH:6]=[CH:5][CH:4]=[C:3]([C@@H:7]([CH3:11])[C:8]([OH:10])=[O:9])[CH:2]=1.S(=O)(=O)(O)O.[C:18](=O)([O-])[O-].[Na+].[Na+], predict the reaction product. The product is: [C:1]1([CH3:12])[CH:6]=[CH:5][CH:4]=[C:3]([C@@H:7]([CH3:11])[C:8]([O:10][CH3:18])=[O:9])[CH:2]=1.